The task is: Predict the product of the given reaction.. This data is from Forward reaction prediction with 1.9M reactions from USPTO patents (1976-2016). Given the reactants [NH2:1][C:2]1[CH:7]=[CH:6][CH:5]=[C:4]([C:8]([F:11])([F:10])[F:9])[N:3]=1.Cl[C:13](OC1C=CC=CC=1)=[O:14].N1C=CC=CC=1.[Cl:28][C:29]1[CH:35]=[C:34]([O:36][C:37]2[C:38]3[N:45]([CH3:46])[CH:44]=[CH:43][C:39]=3[N:40]=[CH:41][N:42]=2)[CH:33]=[CH:32][C:30]=1[NH2:31], predict the reaction product. The product is: [Cl:28][C:29]1[CH:35]=[C:34]([O:36][C:37]2[C:38]3[N:45]([CH3:46])[CH:44]=[CH:43][C:39]=3[N:40]=[CH:41][N:42]=2)[CH:33]=[CH:32][C:30]=1[NH:31][C:13]([NH:1][C:2]1[CH:7]=[CH:6][CH:5]=[C:4]([C:8]([F:9])([F:11])[F:10])[N:3]=1)=[O:14].